This data is from Catalyst prediction with 721,799 reactions and 888 catalyst types from USPTO. The task is: Predict which catalyst facilitates the given reaction. (1) Reactant: [CH2:1]([N:8]1[CH2:13][CH2:12][CH2:11][CH:10]([C:14]([O:16]CC)=[O:15])[CH2:9]1)[C:2]1[CH:7]=[CH:6][CH:5]=[CH:4][CH:3]=1. Product: [CH2:1]([N:8]1[CH2:13][CH2:12][CH2:11][CH:10]([C:14]([OH:16])=[O:15])[CH2:9]1)[C:2]1[CH:3]=[CH:4][CH:5]=[CH:6][CH:7]=1. The catalyst class is: 33. (2) Reactant: [Br:1][C:2]1[C:10]2[C:5](=[N:6][C:7](S(C)(=O)=O)=[N:8][CH:9]=2)[N:4]([CH3:15])[N:3]=1.[NH3:16]. Product: [Br:1][C:2]1[C:10]2[C:5](=[N:6][C:7]([NH2:16])=[N:8][CH:9]=2)[N:4]([CH3:15])[N:3]=1. The catalyst class is: 12. (3) Reactant: [NH2:1][CH2:2][C@@H:3]1[C@H:8]([CH3:9])[CH2:7][CH2:6][CH2:5][N:4]1[C:10]([C:12]1[CH:17]=[C:16]([CH3:18])[CH:15]=[CH:14][C:13]=1[N:19]1[N:23]=[CH:22][CH:21]=[N:20]1)=[O:11].Cl[C:25]1[S:26][C:27]([C:30]([F:33])([F:32])[F:31])=[N:28][N:29]=1.C([O-])([O-])=O.[K+].[K+]. Product: [CH3:9][C@@H:8]1[CH2:7][CH2:6][CH2:5][N:4]([C:10]([C:12]2[CH:17]=[C:16]([CH3:18])[CH:15]=[CH:14][C:13]=2[N:19]2[N:23]=[CH:22][CH:21]=[N:20]2)=[O:11])[C@@H:3]1[CH2:2][NH:1][C:25]1[S:26][C:27]([C:30]([F:33])([F:32])[F:31])=[N:28][N:29]=1. The catalyst class is: 3. (4) Reactant: [CH3:1][C@@H:2]1[CH2:7][NH:6][CH2:5][CH2:4][N:3]1[C:8]([O:10][C:11]([CH3:14])([CH3:13])[CH3:12])=[O:9].C(=O)([O-])O.[Na+].[N:20]#[C:21]Br. Product: [C:21]([N:6]1[CH2:5][CH2:4][N:3]([C:8]([O:10][C:11]([CH3:13])([CH3:12])[CH3:14])=[O:9])[C@H:2]([CH3:1])[CH2:7]1)#[N:20]. The catalyst class is: 46.